The task is: Regression. Given a peptide amino acid sequence and an MHC pseudo amino acid sequence, predict their binding affinity value. This is MHC class I binding data.. This data is from Peptide-MHC class I binding affinity with 185,985 pairs from IEDB/IMGT. (1) The peptide sequence is FLIVSLCPT. The MHC is HLA-B54:01 with pseudo-sequence HLA-B54:01. The binding affinity (normalized) is 0.456. (2) The peptide sequence is LYGLITEQF. The MHC is HLA-A29:02 with pseudo-sequence HLA-A29:02. The binding affinity (normalized) is 0.294. (3) The peptide sequence is EQGMSPSYVKY. The MHC is Mamu-B52 with pseudo-sequence Mamu-B52. The binding affinity (normalized) is 0.405. (4) The peptide sequence is VIRHVDGKI. The MHC is HLA-A02:01 with pseudo-sequence HLA-A02:01. The binding affinity (normalized) is 0.0132. (5) The peptide sequence is KYKLKHIVW. The binding affinity (normalized) is 0.0193. The MHC is HLA-A01:01 with pseudo-sequence HLA-A01:01. (6) The peptide sequence is VVKKLSVIR. The MHC is HLA-A68:02 with pseudo-sequence HLA-A68:02. The binding affinity (normalized) is 0.121. (7) The peptide sequence is NTVSYAAL. The MHC is H-2-Kb with pseudo-sequence H-2-Kb. The binding affinity (normalized) is 0.688. (8) The peptide sequence is NLTQLFKYV. The MHC is HLA-A02:01 with pseudo-sequence HLA-A02:01. The binding affinity (normalized) is 0.346.